This data is from Reaction yield outcomes from USPTO patents with 853,638 reactions. The task is: Predict the reaction yield, written as a fraction of the theoretical maximum amount of product (1.0 means a 100% yield; for example, 0.34 means a 34% yield). (1) The reactants are [CH2:1]1[CH2:23][O:22][C:3]2([CH2:20][CH2:19][C:18]3[C:17]4[C@H:8]([C@H:9]5[C@@:13]([CH2:15][CH:16]=4)([CH3:14])[C:12](=[O:21])[CH2:11][CH2:10]5)[CH2:7][CH2:6][C:5]=3[CH2:4]2)[O:2]1.[F:24][C:25]([F:31])([F:30])[C:26]([F:29])([F:28])I.[Br-].[Li+].C[Li]. The catalyst is C1(C)C=CC=CC=1.CCOCC. The product is [CH2:23]1[CH2:1][O:2][C:3]2([CH2:20][CH2:19][C:18]3[C:17]4[C@H:8]([C@H:9]5[C@@:13]([CH2:15][CH:16]=4)([CH3:14])[C@:12]([OH:21])([C:26]([F:29])([F:28])[C:25]([F:31])([F:30])[F:24])[CH2:11][CH2:10]5)[CH2:7][CH2:6][C:5]=3[CH2:4]2)[O:22]1. The yield is 0.850. (2) The reactants are [Br:1][C:2]1[CH:7]=[C:6]([O:8][C:9]([F:12])([F:11])[F:10])[CH:5]=[CH:4][C:3]=1[NH:13][C:14]1[N:18]([CH2:19][CH2:20][CH2:21][C:22](OCC)=[O:23])[C:17]2[C:27]([CH:32]([CH2:35][CH3:36])[CH2:33][CH3:34])=[CH:28][CH:29]=[C:30]([Cl:31])[C:16]=2[N:15]=1.[BH4-].[Li+]. The catalyst is O1CCCC1. The product is [Br:1][C:2]1[CH:7]=[C:6]([O:8][C:9]([F:11])([F:10])[F:12])[CH:5]=[CH:4][C:3]=1[NH:13][C:14]1[N:18]([CH2:19][CH2:20][CH2:21][CH2:22][OH:23])[C:17]2[C:27]([CH:32]([CH2:35][CH3:36])[CH2:33][CH3:34])=[CH:28][CH:29]=[C:30]([Cl:31])[C:16]=2[N:15]=1. The yield is 0.440.